Task: Predict which catalyst facilitates the given reaction.. Dataset: Catalyst prediction with 721,799 reactions and 888 catalyst types from USPTO (1) Reactant: [CH3:1][C:2]1[CH:23]=[CH:22][CH:21]=[C:20]([CH3:24])[C:3]=1[CH2:4][NH:5][C:6]1[C:14]2[N:13]=[C:12]([CH3:15])[N:11]([CH3:16])[C:10]=2[CH:9]=[C:8]([C:17]([OH:19])=O)[CH:7]=1.[NH:25]1[CH2:27][CH2:26]1.O. Product: [N:25]1([C:17]([C:8]2[CH:7]=[C:6]([NH:5][CH2:4][C:3]3[C:2]([CH3:1])=[CH:23][CH:22]=[CH:21][C:20]=3[CH3:24])[C:14]3[N:13]=[C:12]([CH3:15])[N:11]([CH3:16])[C:10]=3[CH:9]=2)=[O:19])[CH2:27][CH2:26]1. The catalyst class is: 213. (2) Reactant: [CH2:1]([N:8]([CH2:12][Si](C)(C)C)[CH2:9]OC)[C:2]1[CH:7]=[CH:6][CH:5]=[CH:4][CH:3]=1.[C:17]([O:25][CH3:26])(=[O:24])/[CH:18]=[CH:19]\[C:20]([O:22][CH3:23])=[O:21].C(O)(C(F)(F)F)=O.C([O-])(O)=O.[Na+]. Product: [CH3:23][O:22][C:20]([CH:19]1[CH:18]([C:17]([O:25][CH3:26])=[O:24])[CH2:9][N:8]([CH2:1][C:2]2[CH:3]=[CH:4][CH:5]=[CH:6][CH:7]=2)[CH2:12]1)=[O:21]. The catalyst class is: 2. (3) Reactant: Cl[C:2]1[CH:7]=[CH:6][C:5]([Cl:8])=[CH:4][N:3]=1.[C:9]([O-])([O-])=O.[K+].[K+].C[CH:16]([SH:20])[C:17]([O-:19])=[O:18].O. Product: [CH3:9][O:19][C:17](=[O:18])[CH2:16][S:20][C:2]1[CH:7]=[CH:6][C:5]([Cl:8])=[CH:4][N:3]=1. The catalyst class is: 3. (4) Reactant: [F:1][C:2]1[CH:7]=[C:6]([F:8])[CH:5]=[CH:4][C:3]=1[N:9]1[C:13]([CH3:14])=[C:12]([CH2:15][OH:16])[N:11]=[C:10]1[CH3:17]. Product: [F:1][C:2]1[CH:7]=[C:6]([F:8])[CH:5]=[CH:4][C:3]=1[N:9]1[C:13]([CH3:14])=[C:12]([CH:15]=[O:16])[N:11]=[C:10]1[CH3:17]. The catalyst class is: 4.